Task: Predict the reactants needed to synthesize the given product.. Dataset: Full USPTO retrosynthesis dataset with 1.9M reactions from patents (1976-2016) Given the product [I:11][C:6]1[CH:7]=[CH:8][CH:9]=[CH:10][C:5]=1[CH2:4][NH2:1], predict the reactants needed to synthesize it. The reactants are: [N:1]([CH2:4][C:5]1[CH:10]=[CH:9][CH:8]=[CH:7][C:6]=1[I:11])=[N+]=[N-].C1(P(C2C=CC=CC=2)C2C=CC=CC=2)C=CC=CC=1.[OH-].[Na+].Cl.